This data is from Full USPTO retrosynthesis dataset with 1.9M reactions from patents (1976-2016). The task is: Predict the reactants needed to synthesize the given product. (1) The reactants are: C([Li])(CC)C.[Si]([O:13][C:14]1[C:19]([F:20])=[CH:18][CH:17]=[CH:16][C:15]=1[F:21])(C(C)(C)C)(C)C.[C:22]([O:26][C:27]([N:29]1[CH2:34][CH2:33][CH:32](/[CH:35]=[N:36]/[S:37]([C:39]([CH3:42])([CH3:41])[CH3:40])=[O:38])[CH2:31][CH2:30]1)=[O:28])([CH3:25])([CH3:24])[CH3:23].[F-].C([N+](CCCC)(CCCC)CCCC)CCC. Given the product [C:22]([O:26][C:27]([N:29]1[CH2:34][CH2:33][CH:32]([CH:35]([C:18]2[CH:17]=[CH:16][C:15]([F:21])=[C:14]([OH:13])[C:19]=2[F:20])[NH:36][S:37]([C:39]([CH3:42])([CH3:41])[CH3:40])=[O:38])[CH2:31][CH2:30]1)=[O:28])([CH3:25])([CH3:23])[CH3:24], predict the reactants needed to synthesize it. (2) Given the product [C:32]([O:40][CH:2]([O:6][C:7]([NH:9][CH2:10][C:11]1([CH2:17][C:18]([OH:20])=[O:19])[CH2:16][CH2:15][CH2:14][CH2:13][CH2:12]1)=[O:8])[CH:3]([CH3:5])[CH3:4])(=[O:39])[C:33]1[CH:38]=[CH:37][CH:36]=[N:35][CH:34]=1, predict the reactants needed to synthesize it. The reactants are: Cl[CH:2]([O:6][C:7]([NH:9][CH2:10][C:11]1([CH2:17][C:18]([OH:20])=[O:19])[CH2:16][CH2:15][CH2:14][CH2:13][CH2:12]1)=[O:8])[CH:3]([CH3:5])[CH3:4].N12CCCN=C1CCCCC2.[C:32]([OH:40])(=[O:39])[C:33]1[CH:38]=[CH:37][CH:36]=[N:35][CH:34]=1. (3) Given the product [CH2:17]([O:16][P:15]([CH2:20][C:21](=[O:30])[CH2:22][CH2:23][CH2:24][CH2:25][CH2:10][CH2:8][CH2:7][O:6][C:1](=[O:5])[C:2]([CH3:4])=[CH2:3])(=[O:19])[O:14][CH2:12][CH3:13])[CH3:18], predict the reactants needed to synthesize it. The reactants are: [C:1]([O:6][C:7](=O)[C:8]([CH3:10])=C)(=[O:5])[C:2]([CH3:4])=[CH2:3].[CH2:12]([O:14][P:15]([CH2:20][C:21](=[O:30])[CH2:22][CH2:23][CH2:24][CH2:25]CCCO)(=[O:19])[O:16][CH2:17][CH3:18])[CH3:13].C(N(CC)CC)C. (4) Given the product [CH3:11][S:12]([O:15][C:16]1[CH:21]=[CH:20][C:19]([C:22]2([C:30]3[CH:35]=[C:34]([C:7]4[C:2]([F:1])=[N:3][CH:4]=[CH:5][CH:6]=4)[CH:33]=[N:32][CH:31]=3)[C:26](=[O:27])[N:25]([CH3:28])[C:24]([NH2:29])=[N:23]2)=[CH:18][CH:17]=1)(=[O:13])=[O:14], predict the reactants needed to synthesize it. The reactants are: [F:1][C:2]1[C:7](B(O)O)=[CH:6][CH:5]=[CH:4][N:3]=1.[CH3:11][S:12]([O:15][C:16]1[CH:21]=[CH:20][C:19]([C:22]2([C:30]3[CH:31]=[N:32][CH:33]=[C:34](Br)[CH:35]=3)[C:26](=[O:27])[N:25]([CH3:28])[C:24]([NH2:29])=[N:23]2)=[CH:18][CH:17]=1)(=[O:14])=[O:13]. (5) Given the product [F:17][C:14]1[CH:15]=[CH:16][C:11]([S:8]([C:6]2[N:7]=[C:2]([NH:27][C:28]3[CH:32]=[CH:31][NH:30][N:29]=3)[C:3]3[CH:20]=[CH:19][N:18]([CH2:21][CH2:22][S:23]([CH3:26])(=[O:25])=[O:24])[C:4]=3[N:5]=2)(=[O:10])=[O:9])=[CH:12][CH:13]=1, predict the reactants needed to synthesize it. The reactants are: Cl[C:2]1[C:3]2[CH:20]=[CH:19][N:18]([CH2:21][CH2:22][S:23]([CH3:26])(=[O:25])=[O:24])[C:4]=2[N:5]=[C:6]([S:8]([C:11]2[CH:16]=[CH:15][C:14]([F:17])=[CH:13][CH:12]=2)(=[O:10])=[O:9])[N:7]=1.[NH2:27][C:28]1[CH:32]=[CH:31][NH:30][N:29]=1.[I-].[Na+].CCN(C(C)C)C(C)C. (6) Given the product [C:11]([C:9]1[CH:8]=[C:7]([N:15]2[C:19]([O:20][CH:21]3[CH2:26][CH2:25][CH2:24][CH2:23][CH2:22]3)=[CH:18][C:17]([C:27]([NH:40][C@H:41]3[CH2:44][C@H:43]([C:45]([OH:47])=[O:46])[CH2:42]3)=[O:29])=[N:16]2)[CH:6]=[C:5]([C:1]2([CH3:4])[CH2:2][CH2:3]2)[CH:10]=1)([CH3:14])([CH3:13])[CH3:12], predict the reactants needed to synthesize it. The reactants are: [C:1]([C:5]1[CH:6]=[C:7]([N:15]2[C:19]([O:20][CH:21]3[CH2:26][CH2:25][CH2:24][CH2:23][CH2:22]3)=[CH:18][C:17]([C:27]([O-:29])=O)=[N:16]2)[CH:8]=[C:9]([C:11]2([CH3:14])[CH2:13][CH2:12]2)[CH:10]=1)([CH3:4])([CH3:3])[CH3:2].[K+].CCN(C(C)C)C(C)C.[NH2:40][C@H:41]1[CH2:44][C@H:43]([C:45]([OH:47])=[O:46])[CH2:42]1.CN(C(ON1N=NC2C=CC=NC1=2)=[N+](C)C)C.F[P-](F)(F)(F)(F)F. (7) Given the product [CH3:13][CH:10]1[CH2:9][CH2:8][CH:7]([CH:2]([NH:1][C:15]([NH:14][CH2:17][C:18]2([C:23]3[CH:28]=[CH:27][CH:26]=[CH:25][CH:24]=3)[O:22][CH2:21][CH2:20][O:19]2)=[O:16])[C:3]([O:5][CH3:6])=[O:4])[CH2:12][CH2:11]1, predict the reactants needed to synthesize it. The reactants are: [NH2:1][CH:2]([CH:7]1[CH2:12][CH2:11][CH:10]([CH3:13])[CH2:9][CH2:8]1)[C:3]([O:5][CH3:6])=[O:4].[N:14]([CH2:17][C:18]1([C:23]2[CH:28]=[CH:27][CH:26]=[CH:25][CH:24]=2)[O:22][CH2:21][CH2:20][O:19]1)=[C:15]=[O:16]. (8) Given the product [N:24]1([C:20]([C:12]2[N:13]=[C:14]3[CH:19]=[CH:18][CH:17]=[N:16][N:15]3[C:11]=2[C:4]2[CH:3]=[C:2]([F:1])[C:7]([O:8][CH3:9])=[C:6]([F:10])[CH:5]=2)=[O:22])[CH2:27][CH2:26][CH2:25]1, predict the reactants needed to synthesize it. The reactants are: [F:1][C:2]1[CH:3]=[C:4]([C:11]2[N:15]3[N:16]=[CH:17][CH:18]=[CH:19][C:14]3=[N:13][C:12]=2[C:20]([OH:22])=O)[CH:5]=[C:6]([F:10])[C:7]=1[O:8][CH3:9].Cl.[NH:24]1[CH2:27][CH2:26][CH2:25]1.F[P-](F)(F)(F)(F)F.N1(OC(N(C)C)=[N+](C)C)C2N=CC=CC=2N=N1.C(N(CC)C(C)C)(C)C. (9) Given the product [CH3:1][C:2]1[C:9]([N+:16]([O-:18])=[O:17])=[CH:8][C:7]([CH3:10])=[CH:6][C:3]=1[CH:4]=[O:5], predict the reactants needed to synthesize it. The reactants are: [CH3:1][C:2]1[CH:9]=[CH:8][C:7]([CH3:10])=[CH:6][C:3]=1[CH:4]=[O:5].S(=O)(=O)(O)O.[N+:16]([O-])([O-:18])=[O:17].[Na+].[Cl-].[Na+]. (10) Given the product [Br:1][C:2]1[CH:3]=[N:4][C:5]([O:10][CH3:9])=[N:6][CH:7]=1, predict the reactants needed to synthesize it. The reactants are: [Br:1][C:2]1[CH:3]=[N:4][C:5](Cl)=[N:6][CH:7]=1.[CH3:9][O-:10].[Na+].